From a dataset of Reaction yield outcomes from USPTO patents with 853,638 reactions. Predict the reaction yield, written as a fraction of the theoretical maximum amount of product (1.0 means a 100% yield; for example, 0.34 means a 34% yield). (1) The reactants are S(O)(=O)(=O)C.[CH3:6][C:7]1[N:8]=[C:9]2[C:14]([NH:15][CH2:16][C:17]3[C:22]([CH3:23])=[CH:21][CH:20]=[CH:19][C:18]=3[CH2:24][CH3:25])=[CH:13][C:12]([C:26](N)=[O:27])=[CH:11][N:10]2[C:29]=1[CH3:30].[OH-:31].[Na+]. The catalyst is C(O)C. The product is [CH3:6][C:7]1[N:8]=[C:9]2[C:14]([NH:15][CH2:16][C:17]3[C:22]([CH3:23])=[CH:21][CH:20]=[CH:19][C:18]=3[CH2:24][CH3:25])=[CH:13][C:12]([C:26]([OH:27])=[O:31])=[CH:11][N:10]2[C:29]=1[CH3:30]. The yield is 0.880. (2) The reactants are [NH2:1][C:2]1[CH:6]=[C:5]([C:7]([CH3:10])([CH3:9])[CH3:8])[Se:4][C:3]=1[C:11]([NH2:13])=[O:12].[N:14]([O-])=O.[Na+]. The catalyst is S(=O)(=O)(O)O. The product is [C:7]([C:5]1[Se:4][C:3]2[C:11](=[O:12])[NH:13][N:14]=[N:1][C:2]=2[CH:6]=1)([CH3:10])([CH3:8])[CH3:9]. The yield is 0.770. (3) The reactants are [Cl:1][C:2]1[CH:3]=[C:4]([C:8]2[CH:9]=[C:10](Cl)[C:11]([C:14]#[N:15])=[N:12][CH:13]=2)[CH:5]=[CH:6][CH:7]=1.C[O-].[Na+].CO.CCCCCC.[C:28](OCC)(=[O:30])C. The catalyst is O. The product is [Cl:1][C:2]1[CH:3]=[C:4]([C:8]2[CH:9]=[C:10]([O:30][CH3:28])[C:11]([C:14]#[N:15])=[N:12][CH:13]=2)[CH:5]=[CH:6][CH:7]=1. The yield is 0.960.